From a dataset of Retrosynthesis with 50K atom-mapped reactions and 10 reaction types from USPTO. Predict the reactants needed to synthesize the given product. (1) Given the product COc1ccc(-c2nc3c(C(=O)N4CCN([C@@H](C)c5ccccn5)C[C@H]4C)cnn3c(C(F)(F)F)c2C)cc1, predict the reactants needed to synthesize it. The reactants are: COc1ccc(-c2nc3c(C(=O)N4CCNC[C@H]4C)cnn3c(C(F)(F)F)c2C)cc1.C[C@@H](O)c1ccccn1. (2) The reactants are: COC(=O)CCCc1nnc(-c2ccc(N)cc2)o1.Cc1cccc(N=C=O)c1. Given the product COC(=O)CCCc1nnc(-c2ccc(NC(=O)Nc3cccc(C)c3)cc2)o1, predict the reactants needed to synthesize it. (3) Given the product c1ccc(COCCCOCCOC2CCCCO2)cc1, predict the reactants needed to synthesize it. The reactants are: BrCCOC1CCCCO1.OCCCOCc1ccccc1. (4) The reactants are: COC(=O)[C@@H]1CC=CCN1C(=O)OC(C)(C)C. Given the product CC(C)(C)OC(=O)N1CC=CC[C@H]1CO, predict the reactants needed to synthesize it. (5) The reactants are: N#Cc1ccc(-c2ccc(OC(F)(F)F)c(CN[C@H]3CCNC[C@H]3c3ccccc3)c2)c(F)c1.O=C(O)CN1C(=O)COC1=O. Given the product N#Cc1ccc(-c2ccc(OC(F)(F)F)c(CN[C@H]3CCN(C(=O)CN4C(=O)COC4=O)C[C@H]3c3ccccc3)c2)c(F)c1, predict the reactants needed to synthesize it. (6) Given the product COC(=O)[C@@H]1Cc2cc(O)c(O)cc2CN1C(=O)OC(C)(C)C, predict the reactants needed to synthesize it. The reactants are: CC(C)(C)OC(=O)OC(=O)OC(C)(C)C.COC(=O)[C@@H]1Cc2cc(O)c(O)cc2CN1. (7) Given the product NCC1(C(=O)O)CC12CCCC2, predict the reactants needed to synthesize it. The reactants are: COC(=O)C1(CN)CC12CCCC2. (8) The reactants are: C#Cc1ccccc1.CC(C)(C)OC(=O)NC1(c2ccc(Br)cc2)CCC1. Given the product CC(C)(C)OC(=O)NC1(c2ccc(C#Cc3ccccc3)cc2)CCC1, predict the reactants needed to synthesize it. (9) Given the product O=C(C=Cc1ccc(F)c(F)c1)OCCc1ccccc1, predict the reactants needed to synthesize it. The reactants are: O=C(O)C=Cc1ccc(F)c(F)c1.OCCc1ccccc1. (10) Given the product COc1cc(CN2CCN(CCCCOc3ccccc3C3(C(C)C)C(=O)N(C)c4ccccc43)CC2)cc(OC)c1OC, predict the reactants needed to synthesize it. The reactants are: CC(C)C1(c2ccccc2OCCCCBr)C(=O)N(C)c2ccccc21.COc1cc(CN2CCNCC2)cc(OC)c1OC.